From a dataset of Catalyst prediction with 721,799 reactions and 888 catalyst types from USPTO. Predict which catalyst facilitates the given reaction. (1) Reactant: [Li+].[CH3:2]C([N-]C(C)C)C.[CH3:9][Si:10]([CH2:13][C:14]([O-:16])=[O:15])([CH3:12])[CH3:11].Cl[Si](CC)(C)C. Product: [CH2:9]([Si:10]([CH3:12])([CH3:11])[CH2:13][C:14]([OH:16])=[O:15])[CH3:2]. The catalyst class is: 1. (2) The catalyst class is: 4. Reactant: [F:1][C:2]([F:7])([F:6])[C:3]([OH:5])=[O:4].[CH2:8]([O:12][C:13]1([C:24]2[CH:29]=[CH:28][CH:27]=[CH:26][CH:25]=2)[CH2:16][N:15](C(OC(C)(C)C)=O)[CH2:14]1)[CH2:9][CH2:10][CH3:11]. Product: [F:1][C:2]([F:7])([F:6])[C:3]([OH:5])=[O:4].[CH2:8]([O:12][C:13]1([C:24]2[CH:29]=[CH:28][CH:27]=[CH:26][CH:25]=2)[CH2:16][NH:15][CH2:14]1)[CH2:9][CH2:10][CH3:11]. (3) Reactant: [NH2:1][CH2:2][CH:3]1[CH:8]([CH3:9])[CH2:7][CH2:6][CH2:5][N:4]1[C:10]([C:12]1[N:13]=[C:14]([CH3:24])[S:15][C:16]=1[C:17]1[CH:22]=[CH:21][C:20]([F:23])=[CH:19][CH:18]=1)=[O:11].Cl[C:26]1[CH:31]=[CH:30][C:29]([C:32]([F:35])([F:34])[F:33])=[CH:28][N:27]=1.C([O-])([O-])=O.[K+].[K+]. Product: [F:23][C:20]1[CH:19]=[CH:18][C:17]([C:16]2[S:15][C:14]([CH3:24])=[N:13][C:12]=2[C:10]([N:4]2[CH2:5][CH2:6][CH2:7][C@H:8]([CH3:9])[C@@H:3]2[CH2:2][NH:1][C:26]2[CH:31]=[CH:30][C:29]([C:32]([F:35])([F:34])[F:33])=[CH:28][N:27]=2)=[O:11])=[CH:22][CH:21]=1. The catalyst class is: 474. (4) Reactant: CC(N(C[C@@H:10]1[CH2:15][C@@H:14]([CH3:16])[CH2:13][N:12]([C:17]2[CH:22]=[C:21]([Cl:23])[N:20]=[C:19]([NH2:24])[N:18]=2)[CH2:11]1)C(=O)[O-])(C)C.C(O)(C(F)(F)F)=O.C[CH2:33][N:34](C(C)C)C(C)C.[CH3:41][C:42]([CH3:48])([CH3:47])[CH2:43][C:44](Cl)=[O:45].C([O-])(O)=O.[Na+]. Product: [NH2:24][C:19]1[N:18]=[C:17]([N:12]2[CH2:13][C@H:14]([CH3:16])[CH2:15][C@@H:10]([N:34]([CH3:33])[C:44](=[O:45])[CH2:43][C:42]([CH3:48])([CH3:47])[CH3:41])[CH2:11]2)[CH:22]=[C:21]([Cl:23])[N:20]=1. The catalyst class is: 390.